Predict the reactants needed to synthesize the given product. From a dataset of Full USPTO retrosynthesis dataset with 1.9M reactions from patents (1976-2016). (1) Given the product [CH:11]([C:9]1[CH:10]=[C:2]2[C:3]([C:4](=[O:5])[NH:16][CH:14]=[N:1]2)=[CH:7][CH:8]=1)([CH3:13])[CH3:12], predict the reactants needed to synthesize it. The reactants are: [NH2:1][C:2]1[CH:10]=[C:9]([CH:11]([CH3:13])[CH3:12])[CH:8]=[CH:7][C:3]=1[C:4](O)=[O:5].[CH:14]([NH2:16])=O. (2) Given the product [CH3:14][N:13]([CH3:15])[C:11]1[S:12][C:8]([C:6]2[CH:5]=[CH:4][N:3]=[C:2]([NH:48][C:45]3[CH:46]=[N:47][C:42]([O:41][CH2:40][CH2:39][N:34]4[CH2:38][CH2:37][CH2:36][CH2:35]4)=[CH:43][CH:44]=3)[N:7]=2)=[C:9]([C:16]2[CH:17]=[C:18]([NH:22][C:23](=[O:32])[C:24]3[C:29]([F:30])=[CH:28][CH:27]=[CH:26][C:25]=3[F:31])[CH:19]=[CH:20][CH:21]=2)[N:10]=1, predict the reactants needed to synthesize it. The reactants are: Cl[C:2]1[N:7]=[C:6]([C:8]2[S:12][C:11]([N:13]([CH3:15])[CH3:14])=[N:10][C:9]=2[C:16]2[CH:17]=[C:18]([NH:22][C:23](=[O:32])[C:24]3[C:29]([F:30])=[CH:28][CH:27]=[CH:26][C:25]=3[F:31])[CH:19]=[CH:20][CH:21]=2)[CH:5]=[CH:4][N:3]=1.Cl.[N:34]1([CH2:39][CH2:40][O:41][C:42]2[N:47]=[CH:46][C:45]([NH2:48])=[CH:44][CH:43]=2)[CH2:38][CH2:37][CH2:36][CH2:35]1.CC(O)C.Cl.